This data is from Forward reaction prediction with 1.9M reactions from USPTO patents (1976-2016). The task is: Predict the product of the given reaction. Given the reactants [CH2:1]([NH:8][C:9]1[CH:14]=[C:13]([NH:15][C:16]2[CH:21]=[CH:20][C:19]([NH2:22])=[CH:18][CH:17]=2)[N:12]=[CH:11][C:10]=1[CH2:23][C:24]([NH2:26])=[O:25])[C:2]1[CH:7]=[CH:6][CH:5]=[CH:4][CH:3]=1.[CH2:27]([S:30](Cl)(=[O:32])=[O:31])[CH2:28][CH3:29].C(N(CC)CC)C.O.N, predict the reaction product. The product is: [CH2:1]([NH:8][C:9]1[CH:14]=[C:13]([NH:15][C:16]2[CH:17]=[CH:18][C:19]([NH:22][S:30]([CH2:27][CH2:28][CH3:29])(=[O:32])=[O:31])=[CH:20][CH:21]=2)[N:12]=[CH:11][C:10]=1[CH2:23][C:24]([NH2:26])=[O:25])[C:2]1[CH:7]=[CH:6][CH:5]=[CH:4][CH:3]=1.